The task is: Predict the reactants needed to synthesize the given product.. This data is from Full USPTO retrosynthesis dataset with 1.9M reactions from patents (1976-2016). Given the product [ClH:1].[ClH:1].[ClH:1].[CH2:3]([N:10]1[CH2:11][CH2:12][N:13]([CH2:16][C:17]([C:19]2[CH:20]=[CH:21][C:22]([NH2:25])=[CH:23][CH:24]=2)=[O:18])[CH2:14][CH2:15]1)[C:4]1[CH:5]=[CH:6][CH:7]=[CH:8][CH:9]=1, predict the reactants needed to synthesize it. The reactants are: [ClH:1].Cl.[CH2:3]([N:10]1[CH2:15][CH2:14][N:13]([CH2:16][C:17]([C:19]2[CH:24]=[CH:23][C:22]([N+:25]([O-])=O)=[CH:21][CH:20]=2)=[O:18])[CH2:12][CH2:11]1)[C:4]1[CH:9]=[CH:8][CH:7]=[CH:6][CH:5]=1.